This data is from Full USPTO retrosynthesis dataset with 1.9M reactions from patents (1976-2016). The task is: Predict the reactants needed to synthesize the given product. (1) Given the product [Cl:11][C:12]1[CH:28]=[N:27][C:15]2[CH2:16][N:17]([CH2:8][C:9]#[N:10])[CH2:18][C@@H:19]([C:21]3[CH:26]=[CH:25][CH:24]=[CH:23][CH:22]=3)[O:20][C:14]=2[N:13]=1, predict the reactants needed to synthesize it. The reactants are: C(=O)([O-])[O-].[K+].[K+].Br[CH2:8][C:9]#[N:10].[Cl:11][C:12]1[CH:28]=[N:27][C:15]2[CH2:16][NH:17][CH2:18][C@@H:19]([C:21]3[CH:26]=[CH:25][CH:24]=[CH:23][CH:22]=3)[O:20][C:14]=2[N:13]=1. (2) Given the product [C@@:14]12([OH:23])[N:21]([CH3:22])[C@@H:18]([CH2:19][CH2:20]1)[CH2:17][CH:16]=[CH:15]2.[F:11][C:25]1([C:38]([O-:40])=[O:39])[C:37]2[CH:36]=[CH:35][CH:34]=[CH:33][C:32]=2[C:31]2[C:26]1=[CH:27][CH:28]=[CH:29][CH:30]=2, predict the reactants needed to synthesize it. The reactants are: COCCN(S(F)(F)[F:11])CCOC.[C@@:14]12([OH:23])[N:21]([CH3:22])[C@@H:18]([CH2:19][CH2:20]1)[CH2:17][CH:16]=[CH:15]2.O[C:25]1([C:38]([O-:40])=[O:39])[C:37]2[CH:36]=[CH:35][CH:34]=[CH:33][C:32]=2[C:31]2[C:26]1=[CH:27][CH:28]=[CH:29][CH:30]=2.O.C([O-])(O)=O.[Na+]. (3) Given the product [Cl:35][C:30]1[CH:29]=[C:28]([N:7]2[C:4]([CH3:6])([CH3:5])[C:3]([OH:36])=[C:9]([C:10]3[CH:15]=[CH:14][C:13]([O:16][CH3:17])=[C:12]([O:18][CH2:19][CH2:20][N:21]4[CH2:26][CH2:25][CH2:24][CH2:23][CH2:22]4)[CH:11]=3)[C:8]2=[O:27])[CH:33]=[CH:32][C:31]=1[Cl:34], predict the reactants needed to synthesize it. The reactants are: CO[C:3](=[O:36])[C:4]([N:7]([C:28]1[CH:33]=[CH:32][C:31]([Cl:34])=[C:30]([Cl:35])[CH:29]=1)[C:8](=[O:27])[CH2:9][C:10]1[CH:15]=[CH:14][C:13]([O:16][CH3:17])=[C:12]([O:18][CH2:19][CH2:20][N:21]2[CH2:26][CH2:25][CH2:24][CH2:23][CH2:22]2)[CH:11]=1)([CH3:6])[CH3:5].[H-].[Na+].Cl. (4) Given the product [OH:1][C:2]1[CH:7]=[CH:6][CH:5]=[CH:4][C:3]=1[C:8]1[N:13]=[C:12]([C:11]2[CH:15]=[CH:16][CH:17]=[CH:18][C:10]=2[OH:9])[N:28]([C:22]2[CH:23]=[CH:24][C:25]([F:27])=[CH:26][C:21]=2[F:20])[N:29]=1, predict the reactants needed to synthesize it. The reactants are: [OH:1][C:2]1[CH:7]=[CH:6][CH:5]=[CH:4][C:3]=1[C:8]1[O:9][C:10]2[CH:18]=[CH:17][CH:16]=[CH:15][C:11]=2[C:12](=O)[N:13]=1.Cl.[F:20][C:21]1[CH:26]=[C:25]([F:27])[CH:24]=[CH:23][C:22]=1[NH:28][NH2:29].C(N(CC)CC)C. (5) Given the product [CH3:2][NH:3][CH2:4][C:5]1[S:9][C:8]([CH:10]([C:12]2[CH:17]=[CH:16][CH:15]=[CH:14][CH:13]=2)[OH:11])=[C:7]([C:18]2[CH:23]=[CH:22][CH:21]=[CH:20][CH:19]=2)[CH:6]=1, predict the reactants needed to synthesize it. The reactants are: Cl.[CH3:2][NH:3][CH2:4][C:5]1[S:9][C:8]([C:10]([C:12]2[CH:17]=[CH:16][CH:15]=[CH:14][CH:13]=2)=[O:11])=[C:7]([C:18]2[CH:23]=[CH:22][CH:21]=[CH:20][CH:19]=2)[CH:6]=1.[BH4-].[Na+]. (6) Given the product [Cl:8][C:9]1[C:14]([F:15])=[CH:13][CH:12]=[C:11]([O:16][CH3:17])[C:10]=1[C@H:18]([C:20]1[C:28]2[C:23](=[N:24][CH:25]=[C:26]([C:2]3[N:6]([CH3:7])[CH:5]=[N:4][CH:3]=3)[CH:27]=2)[NH:22][CH:21]=1)[CH3:19], predict the reactants needed to synthesize it. The reactants are: I[C:2]1[N:6]([CH3:7])[CH:5]=[N:4][CH:3]=1.[Cl:8][C:9]1[C:14]([F:15])=[CH:13][CH:12]=[C:11]([O:16][CH3:17])[C:10]=1[C@H:18]([C:20]1[C:28]2[C:23](=[N:24][CH:25]=[C:26](B3OC(C)(C)C(C)(C)O3)[CH:27]=2)[NH:22][CH:21]=1)[CH3:19].C(=O)([O-])[O-].[K+].[K+].ClCCl. (7) Given the product [C:31]([O:30][C:28]([N:35]1[CH2:40][CH2:39][N:38]([CH2:2][C:3]2[N:7]3[CH:8]=[CH:9][CH:10]=[CH:11][C:6]3=[N:5][C:4]=2[C:12]2[CH:17]=[CH:16][CH:15]=[CH:14][C:13]=2[NH2:18])[CH2:37][CH2:36]1)=[O:29])([CH3:34])([CH3:32])[CH3:33], predict the reactants needed to synthesize it. The reactants are: Cl[CH2:2][C:3]1[N:7]2[CH:8]=[CH:9][CH:10]=[CH:11][C:6]2=[N:5][C:4]=1[C:12]1[CH:17]=[CH:16][CH:15]=[CH:14][C:13]=1[N+:18]([O-])=O.C(N(CC)CC)C.[C:28]([N:35]1[CH2:40][CH2:39][NH:38][CH2:37][CH2:36]1)([O:30][C:31]([CH3:34])([CH3:33])[CH3:32])=[O:29]. (8) Given the product [Br:1][C:2]1[CH:8]=[CH:7][CH:6]=[C:5]([F:9])[C:3]=1[NH:4][C:16](=[O:21])[C:17]([CH3:20])([CH3:19])[CH3:18], predict the reactants needed to synthesize it. The reactants are: [Br:1][C:2]1[CH:8]=[CH:7][CH:6]=[C:5]([F:9])[C:3]=1[NH2:4].N1C=CC=CC=1.[C:16](Cl)(=[O:21])[C:17]([CH3:20])([CH3:19])[CH3:18]. (9) Given the product [F:29][C:24]1[C:23]([C:12]2[CH:13]=[C:14]3[C:15]4([CH2:16][O:17][CH2:18][CH2:19][C:20]([NH2:22])=[N:21]4)[C:4]4[CH:3]=[C:2]([C:35]5[CH:34]=[CH:33][N:32]=[C:31]([F:30])[CH:36]=5)[N:7]=[CH:6][C:5]=4[O:8][C:9]3=[CH:10][CH:11]=2)=[CH:28][CH:27]=[CH:26][N:25]=1, predict the reactants needed to synthesize it. The reactants are: Cl[C:2]1[N:7]=[CH:6][C:5]2[O:8][C:9]3[C:14]([C:15]4([CH2:16][O:17][CH2:18][CH2:19][C:20]([NH2:22])=[N:21]4)[C:4]=2[CH:3]=1)=[CH:13][C:12]([C:23]1[C:24]([F:29])=[N:25][CH:26]=[CH:27][CH:28]=1)=[CH:11][CH:10]=3.[F:30][C:31]1[CH:36]=[C:35](B(O)O)[CH:34]=[CH:33][N:32]=1.P([O-])([O-])([O-])=O.[K+].[K+].[K+].